From a dataset of CYP3A4 inhibition data for predicting drug metabolism from PubChem BioAssay. Regression/Classification. Given a drug SMILES string, predict its absorption, distribution, metabolism, or excretion properties. Task type varies by dataset: regression for continuous measurements (e.g., permeability, clearance, half-life) or binary classification for categorical outcomes (e.g., BBB penetration, CYP inhibition). Dataset: cyp3a4_veith. (1) The molecule is C[C@@H](C(=O)Nc1ccc2ccccc2c1)[C@H]1C[C@]1(C)[C@H](NC(=O)Oc1ccc(F)cc1)c1ccccc1. The result is 1 (inhibitor). (2) The drug is NS(=O)(=O)c1ccc(N=Nc2c(O)c(C(=O)O)cc3ccccc23)cc1. The result is 0 (non-inhibitor). (3) The molecule is COc1cccc(-c2nc(NCCN3CCOCC3)c3ccccc3n2)c1. The result is 1 (inhibitor). (4) The drug is CC(C)(C)C(=O)CP(=O)(O)O. The result is 0 (non-inhibitor). (5) The result is 0 (non-inhibitor). The molecule is COc1ncc2nc(-c3cc(F)cc(F)c3)c(=O)n(-c3ccccc3)c2n1. (6) The compound is COc1ccc(-c2nnn(CC(=O)NCCc3c[nH]c4ccccc34)n2)cc1OC. The result is 1 (inhibitor). (7) The molecule is Cc1ccc(NC(=O)C2CCN(S(C)(=O)=O)CC2)cc1. The result is 0 (non-inhibitor).